The task is: Regression. Given two drug SMILES strings and cell line genomic features, predict the synergy score measuring deviation from expected non-interaction effect.. This data is from Merck oncology drug combination screen with 23,052 pairs across 39 cell lines. (1) Drug 1: N.N.O=C(O)C1(C(=O)O)CCC1.[Pt]. Drug 2: C=CCn1c(=O)c2cnc(Nc3ccc(N4CCN(C)CC4)cc3)nc2n1-c1cccc(C(C)(C)O)n1. Cell line: A2780. Synergy scores: synergy=5.86. (2) Drug 1: N.N.O=C(O)C1(C(=O)O)CCC1.[Pt]. Drug 2: CCN(CC)CCNC(=O)c1c(C)[nH]c(C=C2C(=O)Nc3ccc(F)cc32)c1C. Synergy scores: synergy=19.2. Cell line: VCAP. (3) Drug 1: O=P1(N(CCCl)CCCl)NCCCO1. Drug 2: CS(=O)(=O)CCNCc1ccc(-c2ccc3ncnc(Nc4ccc(OCc5cccc(F)c5)c(Cl)c4)c3c2)o1. Cell line: NCIH1650. Synergy scores: synergy=-7.74. (4) Drug 1: Cn1nnc2c(C(N)=O)ncn2c1=O. Drug 2: CS(=O)(=O)CCNCc1ccc(-c2ccc3ncnc(Nc4ccc(OCc5cccc(F)c5)c(Cl)c4)c3c2)o1. Cell line: HT144. Synergy scores: synergy=4.32.